Dataset: Full USPTO retrosynthesis dataset with 1.9M reactions from patents (1976-2016). Task: Predict the reactants needed to synthesize the given product. (1) Given the product [Br:1][C:2]1[CH:10]=[C:9]2[C:5]([CH:6]=[CH:7][N:8]2[C:20]2[CH:21]=[CH:22][N:23]=[C:18]([Cl:17])[N:19]=2)=[CH:4][CH:3]=1, predict the reactants needed to synthesize it. The reactants are: [Br:1][C:2]1[CH:10]=[C:9]2[C:5]([CH:6]=[CH:7][NH:8]2)=[CH:4][CH:3]=1.CC(C)([O-])C.[K+].[Cl:17][C:18]1[N:23]=[C:22](Cl)[CH:21]=[CH:20][N:19]=1. (2) Given the product [Cl:36][CH2:21][C:18]1[CH:17]=[CH:16][C:15]2[C:20](=[C:11]([C:9]3[CH:8]=[CH:7][C:6]4[N:2]([CH3:1])[S:3](=[O:24])(=[O:23])[CH2:4][C:5]=4[CH:10]=3)[CH:12]=[N:13][CH:14]=2)[N:19]=1, predict the reactants needed to synthesize it. The reactants are: [CH3:1][N:2]1[C:6]2[CH:7]=[CH:8][C:9]([C:11]3[CH:12]=[N:13][CH:14]=[C:15]4[C:20]=3[N:19]=[C:18]([CH2:21]O)[CH:17]=[CH:16]4)=[CH:10][C:5]=2[CH2:4][S:3]1(=[O:24])=[O:23].C(N(CC)CC)C.CS([Cl:36])(=O)=O. (3) Given the product [F:30][C:27]1[CH:28]=[CH:29][C:24]([C@H:18]2[CH2:19][C:20](=[O:23])[CH:21]=[CH:22][NH:17]2)=[C:25]([CH3:31])[CH:26]=1, predict the reactants needed to synthesize it. The reactants are: C[O-].[Na+].C([C@@H]1CC[C@@H](C)C[C@H]1OC([N:17]1[CH:22]=[CH:21][C:20](=[O:23])[CH2:19][C@@H:18]1[C:24]1[CH:29]=[CH:28][C:27]([F:30])=[CH:26][C:25]=1[CH3:31])=O)(C)C. (4) Given the product [C:3]([OH:12])(=[O:17])[C:24]1[CH:23]=[CH:22][C:14]([C:13]([OH:16])=[O:15])=[CH:18][CH:19]=1, predict the reactants needed to synthesize it. The reactants are: ON1C(=O)N(O)C(=O)N(O)[C:3]1=[O:12].[C:13]([OH:16])(=[O:15])[CH3:14].[OH2:17].[CH3:18][C:19]1C=C[C:22](C)=[CH:23][CH:24]=1.